Dataset: Catalyst prediction with 721,799 reactions and 888 catalyst types from USPTO. Task: Predict which catalyst facilitates the given reaction. (1) Reactant: [OH:1][C:2]1[CH:7]=[CH:6][C:5]([C:8]2[C:13]([CH3:14])=[N:12][N:11]([C:15]3[CH:20]=[CH:19][CH:18]=[CH:17][N:16]=3)[C:10](=[O:21])[CH:9]=2)=[CH:4][CH:3]=1.[C:22](=[O:25])([O-])[O-:23].[Cs+].[Cs+]. Product: [C:5]([O:23][C:22]([N:16]1[CH2:17][CH2:18][CH:19]([O:1][C:2]2[CH:7]=[CH:6][C:5]([C:8]3[C:13]([CH3:14])=[N:12][N:11]([C:15]4[CH:20]=[CH:19][CH:18]=[CH:17][N:16]=4)[C:10](=[O:21])[CH:9]=3)=[CH:4][CH:3]=2)[CH2:20][CH2:15]1)=[O:25])([CH3:8])([CH3:6])[CH3:4]. The catalyst class is: 3. (2) Reactant: [BH4-].[Na+].[F:3][C:4]([F:44])([F:43])[C:5]1[CH:6]=[C:7]([C:15]([CH3:42])([CH3:41])[C:16]([N:18]([C:20]2[CH:21]=[N:22][C:23]([N:34]3[CH2:39][CH2:38][N:37]([CH3:40])[CH2:36][CH2:35]3)=[CH:24][C:25]=2[C:26]2[CH:31]=[CH:30][CH:29]=[CH:28][C:27]=2[CH:32]=[O:33])[CH3:19])=[O:17])[CH:8]=[C:9]([C:11]([F:14])([F:13])[F:12])[CH:10]=1. Product: [F:44][C:4]([F:3])([F:43])[C:5]1[CH:6]=[C:7]([C:15]([CH3:42])([CH3:41])[C:16]([N:18]([C:20]2[CH:21]=[N:22][C:23]([N:34]3[CH2:35][CH2:36][N:37]([CH3:40])[CH2:38][CH2:39]3)=[CH:24][C:25]=2[C:26]2[CH:31]=[CH:30][CH:29]=[CH:28][C:27]=2[CH2:32][OH:33])[CH3:19])=[O:17])[CH:8]=[C:9]([C:11]([F:12])([F:13])[F:14])[CH:10]=1. The catalyst class is: 430. (3) Reactant: Cl[S:2]([C:5]1[CH:6]=[C:7]2[C:11](=[CH:12][CH:13]=1)[NH:10][C:9](=[O:14])[CH2:8]2)(=[O:4])=[O:3].[OH-].[NH4+:16]. Product: [NH2:16][S:2]([C:5]1[CH:6]=[C:7]2[C:11](=[CH:12][CH:13]=1)[NH:10][C:9](=[O:14])[CH2:8]2)(=[O:4])=[O:3]. The catalyst class is: 8. (4) Reactant: [NH2:1][C:2]1[N:3]=[C:4]([NH:17][CH:18]2[CH2:23][CH2:22][N:21]([S:24]([C:27]3[CH:28]=[N:29][C:30]([Cl:33])=[CH:31][CH:32]=3)(=[O:26])=[O:25])[CH2:20][CH2:19]2)[S:5][C:6]=1[C:7]([C:9]1[C:14]([F:15])=[CH:13][CH:12]=[CH:11][C:10]=1[F:16])=[O:8].[CH3:34][C:35]1[NH:36][CH2:37][CH:38]([CH3:40])[N:39]=1. Product: [ClH:33].[NH2:1][C:2]1[N:3]=[C:4]([NH:17][CH:18]2[CH2:23][CH2:22][N:21]([S:24]([C:27]3[CH:28]=[N:29][C:30]([N:36]4[CH2:37][CH:38]([CH3:40])[N:39]=[C:35]4[CH3:34])=[CH:31][CH:32]=3)(=[O:26])=[O:25])[CH2:20][CH2:19]2)[S:5][C:6]=1[C:7]([C:9]1[C:14]([F:15])=[CH:13][CH:12]=[CH:11][C:10]=1[F:16])=[O:8]. The catalyst class is: 148. (5) Reactant: I[C:2]1[N:3]=[CH:4][N:5]([C:7]2[CH:12]=[CH:11][CH:10]=[C:9]([Cl:13])[CH:8]=2)[CH:6]=1.C([Mg]Cl)(C)C.[CH2:19]([Sn:23](Cl)([CH2:28][CH2:29][CH2:30][CH3:31])[CH2:24][CH2:25][CH2:26][CH3:27])[CH2:20][CH2:21][CH3:22].[Cl-].[NH4+]. Product: [Cl:13][C:9]1[CH:8]=[C:7]([N:5]2[CH:6]=[C:2]([Sn:23]([CH2:24][CH2:25][CH2:26][CH3:27])([CH2:28][CH2:29][CH2:30][CH3:31])[CH2:19][CH2:20][CH2:21][CH3:22])[N:3]=[CH:4]2)[CH:12]=[CH:11][CH:10]=1. The catalyst class is: 56. (6) Reactant: [CH3:1][S:2][CH2:3][CH2:4][O:5][CH:6]([CH3:10])[C:7]([OH:9])=[O:8].[C:11](Cl)(=O)C(Cl)=O. Product: [CH3:1][S:2][CH2:3][CH2:4][O:5][CH:6]([CH3:10])[C:7]([O:9][CH3:11])=[O:8]. The catalyst class is: 5. (7) Reactant: C(OC([NH:8][C:9]([CH3:36])([CH3:35])[C@H:10]([NH:15][C:16]([C:18]1[CH:27]=[CH:26][C:25]2[C:20](=[CH:21][CH:22]=[C:23]([C:28]#[C:29][C@@H:30]3[CH2:32][C@H:31]3[CH2:33][OH:34])[CH:24]=2)[CH:19]=1)=[O:17])[C:11]([O:13][CH3:14])=[O:12])=O)(C)(C)C.Cl. Product: [NH2:8][C:9]([CH3:36])([CH3:35])[C@H:10]([NH:15][C:16]([C:18]1[CH:27]=[CH:26][C:25]2[C:20](=[CH:21][CH:22]=[C:23]([C:28]#[C:29][C@@H:30]3[CH2:32][C@H:31]3[CH2:33][OH:34])[CH:24]=2)[CH:19]=1)=[O:17])[C:11]([O:13][CH3:14])=[O:12]. The catalyst class is: 71. (8) Reactant: C(=O)([O-])[O-].[Cs+].[Cs+].Cl.Cl[CH2:9][C:10]1[CH:15]=[CH:14][N:13]=[CH:12][CH:11]=1.[OH:16][C:17]1[CH:41]=[CH:40][C:20]([C:21]([NH:23][CH2:24][C@H:25]([N:30]2[CH2:35][CH2:34][N:33]([S:36]([CH3:39])(=[O:38])=[O:37])[CH2:32][CH2:31]2)[C:26]([O:28][CH3:29])=[O:27])=[O:22])=[CH:19][CH:18]=1. Product: [CH3:39][S:36]([N:33]1[CH2:32][CH2:31][N:30]([C@@H:25]([CH2:24][NH:23][C:21](=[O:22])[C:20]2[CH:19]=[CH:18][C:17]([O:16][CH2:9][C:10]3[CH:15]=[CH:14][N:13]=[CH:12][CH:11]=3)=[CH:41][CH:40]=2)[C:26]([O:28][CH3:29])=[O:27])[CH2:35][CH2:34]1)(=[O:37])=[O:38]. The catalyst class is: 9. (9) The catalyst class is: 170. Product: [CH2:1]([C:3]1([CH2:18][C:19](=[O:21])[CH3:20])[C:8]2[NH:9][C:10]3[C:15]([C:7]=2[CH2:6][CH2:5][O:4]1)=[CH:14][CH:13]=[CH:12][C:11]=3[CH2:16][CH3:17])[CH3:2]. Reactant: [CH2:1]([C:3]1([CH2:18][CH:19]([OH:21])[CH3:20])[C:8]2[NH:9][C:10]3[C:15]([C:7]=2[CH2:6][CH2:5][O:4]1)=[CH:14][CH:13]=[CH:12][C:11]=3[CH2:16][CH3:17])[CH3:2].C(Cl)Cl.CS(C)=O.N1C=CC=CC=1.S(=O)(=O)=O.